This data is from Experimentally validated miRNA-target interactions with 360,000+ pairs, plus equal number of negative samples. The task is: Binary Classification. Given a miRNA mature sequence and a target amino acid sequence, predict their likelihood of interaction. (1) The miRNA is hsa-miR-6852-5p with sequence CCCUGGGGUUCUGAGGACAUG. The protein sequence of the target gene is MDLVYGLVWLLTVLLEGISGQGVYAPPTVRIVHSGLACNIEEERYSERVYTIREGETLELTCLVTGHPRPQIRWTKTAGSASDRFQDSSVFNETLRITNIQRHQGGRYYCKAENGLGSPAIKSIRVDVYYLDDPVVTVHQSIGEAKEQFYYERTVFLRCVANSNPPVRYSWRRGQEVLLQGSDKGVEIYEPFFTQGETKILKLKNLRPQDYANYSCIASVRNVCNIPDKMVSFRLSNKTASPSIKLLVDDPIVVNPGEAITLVCVTTGGEPTPSLTWVRSFGTLPEKIVLNGGTLTIPAI.... Result: 0 (no interaction). (2) The miRNA is cel-miR-253-5p with sequence CUUUUCACACACCUCACUAACA. The protein sequence of the target gene is MAAPDLSTNLQEEATCAICLDYFTDPVMTDCGHNFCRECIRRCWGQPEGPYACPECRELSPQRNLRPNRPLAKMAEMARRLHPPSPVPQGVCPAHREPLAAFCGDELRLLCAACERSGEHWAHRVRPLQDAAEDLKAKLEKSLEHLRKQMQDALLFQAQADETCVLWQKMVESQRQNVLGEFERLRRLLAEEEQQLLQRLEEEELEVLPRLREGAAHLGQQSAHLAELIAELEGRCQLPALGLLQDIKDALRRVQDVKLQPPEVVPMELRTVCRVPGLVETLRRFRGDVTLDPDTANPEL.... Result: 0 (no interaction). (3) The miRNA is hsa-miR-342-5p with sequence AGGGGUGCUAUCUGUGAUUGA. The protein sequence of the target gene is MAELQQLRVQEAVESMVKSLERENIRKMQGLMFRCSASCCEDSQASMKQVHQCIERCHVPLAQAQALVTSELEKFQDRLARCTMHCNDKAKDSIDAGSKELQVKQQLDSCVTKCVDDHMHLIPTMTKKMKEALLSIGK. Result: 1 (interaction). (4) The miRNA is dre-miR-196b with sequence UAGGUAGUUUCAAGUUGUUGGG. The protein sequence of the target gene is MEDAAAPGRTEGVLERQGAPPAAGQGGALVELTPTPGGLALVSPYHTHRAGDPLDLVALAEQVQKADEFIRANATNKLTVIAEQIQHLQEQARKVLEDAHRDANLHHVACNIVKKPGNIYYLYKRESGQQYFSIISPKEWGTSCPHDFLGAYKLQHDLSWTPYEDIEKQDAKISMMDTLLSQSVALPPCTEPNFQGLTH. Result: 0 (no interaction). (5) The miRNA is mmu-miR-615-5p with sequence GGGGGUCCCCGGUGCUCGGAUC. The protein sequence of the target gene is MVSWKGIYFILFLFAGSFFGSIFMLGPILPLMFINLSWYRWISSRLVATWLTLPVALLETMFGVRVVITGDAFVPGERSVIIMNHRTRVDWMFLWNCLMRYSYLRVEKICLKSSLKSVPGFGWAMQVAAFIFIHRKWKDDKSHFEDMIDYFCAIHEPLQLLIFPEGTDLTENNKARSNDFAEKNGLQKYEYVLHPRTTGFTFVVDRLREGKNLDAVHDITVAYPYNIPQTEKHLLLGDFPKEIHFHVQRYPADSLPTSKEDLQLWCHRRWEEKEERLRSFYQGEKNFHFTGQSTVPPCKS.... Result: 0 (no interaction). (6) Result: 1 (interaction). The miRNA is hsa-miR-192-5p with sequence CUGACCUAUGAAUUGACAGCC. The protein sequence of the target gene is MAPSGPGSSARRRCRRVLYWIPVVFITLLLGWSYYAYAIQLCIVSMENTGEQVVCLMAYHLLFAMFVWSYWKTIFTLPMNPSKEFHLSYAEKDLLEREPRGEAHQEVLRRAAKDLPIYTRTMSGAIRYCDRCQLIKPDRCHHCSVCDKCILKMDHHCPWVNNCVGFSNYKFFLLFLAYSLLYCLFIAATDLQYFIKFWTNGLPDTQAKFHIMFLFFAAAMFSVSLSSLFGYHCWLVSKNKSTLEAFRSPVFRHGTDKNGFSLGFSKNMRQVFGDEKKYWLLPIFSSLGDGCSFPTCLVNQ.... (7) The miRNA is hsa-miR-744-5p with sequence UGCGGGGCUAGGGCUAACAGCA. Result: 0 (no interaction). The protein sequence of the target gene is MKKFSRMPKSEGSGGGAAAGGAAGGGLGGGFASSSMGVRVFAVGRYQVTLEESLAEGGFSTVFLVRTHSGIRCALKRMYVNNTPDLNICKREITIMKELSGHKNIVGYLDCAVNSISDNVWEVLILMEYCRAGQVVNQMNKKLQTGFTESEVLQIFCDTCEAVARLHQCKTPIIHRDLKVENILLNDAGNYVLCDFGSATNKFLNPQKDGVNVVEEEIKKYTTLSYRAPEMINLYGGKPITTKADIWALGCLLYKLCFFTLPFGESQVAICDGSFTIPDNSRYSHNVHCLIRFMLEPDPE.... (8) The miRNA is hsa-miR-574-5p with sequence UGAGUGUGUGUGUGUGAGUGUGU. The protein sequence of the target gene is MAERKPNGGSGGASTSSSGTNLLFSSSATEFSFNVPFIPVTQASASPASLLLPGEDSTDVGEEDSFLGQTSIHTSAPQTFSYFSQVSSSSDPFGNIGQSPLTTAATSVGQSGFPKPLTALPFTTGSQDVSNAFSPSISKAQPGAPPSSLMGINSYLPSQPSSLPPSYFGNQPQGIPQPGYNPYRHTPGSSRANPYIAPPQLQQCQTPGPPAHPPPSGPPVQMYQMPPGSLPPVPSSVQSPAQQQVPARPGAPSVQVPSPFLLQNQYEPVQPHWFYCKEVEYKQLWMPFSVFDSLNLEEIY.... Result: 1 (interaction). (9) The miRNA is hsa-miR-3664-5p with sequence AACUCUGUCUUCACUCAUGAGU. The protein sequence of the target gene is MATEHVNGNGTEEPMDTTSAVIHSENFQTLLDAGLPQKVAEKLDEIYVAGLVAHSDLDERAIEALKEFNEDGALAVLQQFKDSDLSHVQNKSAFLCGVMKTYRQREKQGTKVADSSKGPDEAKIKALLERTGYTLDVTTGQRKYGGPPPDSVYSGQQPSVGTEIFVGKIPRDLFEDELVPLFEKAGPIWDLRLMMDPLTGLNRGYAFVTFCTKEAAQEAVKLYNNHEIRSGKHIGVCISVANNRLFVGSIPKSKTKEQILEEFSKVTEGLTDVILYHQPDDKKKNRGFCFLEYEDHKTAA.... Result: 0 (no interaction).